Dataset: Forward reaction prediction with 1.9M reactions from USPTO patents (1976-2016). Task: Predict the product of the given reaction. (1) Given the reactants [CH3:1][C:2]1[C:8]([N+:9]([O-:11])=[O:10])=[CH:7][CH:6]=[CH:5][C:3]=1[NH2:4].[CH:12](=O)[C:13]1[CH:18]=[CH:17][CH:16]=[CH:15][CH:14]=1.C(O)(=O)C.C(O[BH-](OC(=O)C)OC(=O)C)(=O)C.[Na+].C([O-])(O)=O.[Na+], predict the reaction product. The product is: [CH2:12]([NH:4][C:3]1[CH:5]=[CH:6][CH:7]=[C:8]([N+:9]([O-:11])=[O:10])[C:2]=1[CH3:1])[C:13]1[CH:18]=[CH:17][CH:16]=[CH:15][CH:14]=1. (2) Given the reactants [C:1]([O:5][C:6]([NH:8][C@H:9]([C:14]([OH:16])=O)[C:10]([OH:13])([CH3:12])[CH3:11])=[O:7])([CH3:4])([CH3:3])[CH3:2].CO.[CH3:19][NH:20][CH3:21].C(N(C(C)C)C(C)C)C.F[P-](F)(F)(F)(F)F.N1(OC(N(C)C)=[N+](C)C)C2N=CC=CC=2N=N1, predict the reaction product. The product is: [C:1]([O:5][C:6]([NH:8][C@H:9]([C:14]([N:20]([CH3:21])[CH3:19])=[O:16])[C:10]([OH:13])([CH3:12])[CH3:11])=[O:7])([CH3:4])([CH3:3])[CH3:2]. (3) Given the reactants [C:1]12([CH2:11][NH:12][C:13]([C:15]3[N:20]4[CH:21]=[C:22]([C:24](OCC)=[O:25])[N:23]=[C:19]4[CH:18]=[CH:17][CH:16]=3)=[O:14])[CH2:10][CH:5]3[CH2:6][CH:7]([CH2:9][CH:3]([CH2:4]3)[CH2:2]1)[CH2:8]2.[Li+].[BH4-], predict the reaction product. The product is: [C:1]12([CH2:11][NH:12][C:13]([C:15]3[N:20]4[CH:21]=[C:22]([CH2:24][OH:25])[N:23]=[C:19]4[CH:18]=[CH:17][CH:16]=3)=[O:14])[CH2:8][CH:7]3[CH2:9][CH:3]([CH2:4][CH:5]([CH2:6]3)[CH2:10]1)[CH2:2]2. (4) Given the reactants [C:1]([C:4](=[CH:23][C:24]1[CH:29]=[CH:28][C:27]([Cl:30])=[C:26]([Cl:31])[CH:25]=1)[C:5]([NH:7][CH2:8][CH2:9][CH:10]([C:17]1[CH:22]=[CH:21][CH:20]=[CH:19][CH:18]=1)[C:11]1[CH:16]=[CH:15][CH:14]=[CH:13][CH:12]=1)=[O:6])(=O)[CH3:2].Cl.[C:33]([NH2:36])(=[NH:35])[CH3:34].C([O-])(=O)C.[Na+].ClC1C(=O)C(C#N)=C(C#N)C(=O)C=1Cl, predict the reaction product. The product is: [Cl:31][C:26]1[CH:25]=[C:24]([C:23]2[C:4]([C:5]([NH:7][CH2:8][CH2:9][CH:10]([C:17]3[CH:22]=[CH:21][CH:20]=[CH:19][CH:18]=3)[C:11]3[CH:16]=[CH:15][CH:14]=[CH:13][CH:12]=3)=[O:6])=[C:1]([CH3:2])[N:36]=[C:33]([CH3:34])[N:35]=2)[CH:29]=[CH:28][C:27]=1[Cl:30]. (5) Given the reactants FC1C=C2C(C(I)=CN2S(C2C=CC=CC=2)(=O)=O)=CC=1.C1(S([N:30]2[C:38]3[C:33](=[CH:34][CH:35]=[C:36]([F:39])[CH:37]=3)[C:32]([C:40]3[CH:50]=[CH:49][C:43]4[N:44]=[C:45]([O:47][CH3:48])[O:46][C:42]=4[CH:41]=3)=[CH:31]2)(=O)=O)C=CC=CC=1, predict the reaction product. The product is: [F:39][C:36]1[CH:37]=[C:38]2[C:33]([C:32]([C:40]3[CH:50]=[CH:49][C:43]4[N:44]=[C:45]([O:47][CH3:48])[O:46][C:42]=4[CH:41]=3)=[CH:31][NH:30]2)=[CH:34][CH:35]=1. (6) Given the reactants [CH2:1]([O:3][C:4]([C:6]1[C:7]([OH:24])=[C:8]2[CH:14]=[C:13](Br)[N:12]([CH2:16][C:17]3[CH:22]=[CH:21][CH:20]=[C:19]([F:23])[CH:18]=3)[C:9]2=[CH:10][N:11]=1)=[O:5])[CH3:2].C[C:26]([N:28](C)C)=O, predict the reaction product. The product is: [CH2:1]([O:3][C:4]([C:6]1[C:7]([OH:24])=[C:8]2[CH:14]=[C:13]([C:26]#[N:28])[N:12]([CH2:16][C:17]3[CH:22]=[CH:21][CH:20]=[C:19]([F:23])[CH:18]=3)[C:9]2=[CH:10][N:11]=1)=[O:5])[CH3:2]. (7) Given the reactants [F:1][C:2]1[C:8]([F:9])=[C:7]([F:10])[CH:6]=[CH:5][C:3]=1[NH2:4].[C:11]([O:16][CH3:17])(=[O:15])[C:12]([CH3:14])=O.S([O-])([O-])(=O)=O.[Mg+2].[H][H], predict the reaction product. The product is: [F:1][C:2]1[C:8]([F:9])=[C:7]([F:10])[CH:6]=[CH:5][C:3]=1[NH:4][CH:12]([CH3:14])[C:11]([O:16][CH3:17])=[O:15].